From a dataset of Catalyst prediction with 721,799 reactions and 888 catalyst types from USPTO. Predict which catalyst facilitates the given reaction. (1) Product: [C:49]([NH:1][CH2:2][CH2:3][C:4]1[CH:9]=[CH:8][CH:7]=[CH:6][C:5]=1[CH2:10][NH:11][C:12]([CH2:14][O:15][CH:16]1[CH:21]([C:22]2[CH:27]=[CH:26][C:25]([O:28][CH2:29][CH2:30][CH2:31][O:32][CH2:33][C:34]3[CH:39]=[CH:38][CH:37]=[CH:36][C:35]=3[O:40][CH3:41])=[CH:24][CH:23]=2)[CH2:20][CH2:19][N:18]([C:42]([O:44][C:45]([CH3:48])([CH3:47])[CH3:46])=[O:43])[CH2:17]1)=[O:13])(=[O:51])[CH3:50]. Reactant: [NH2:1][CH2:2][CH2:3][C:4]1[CH:9]=[CH:8][CH:7]=[CH:6][C:5]=1[CH2:10][NH:11][C:12]([CH2:14][O:15][CH:16]1[CH:21]([C:22]2[CH:27]=[CH:26][C:25]([O:28][CH2:29][CH2:30][CH2:31][O:32][CH2:33][C:34]3[CH:39]=[CH:38][CH:37]=[CH:36][C:35]=3[O:40][CH3:41])=[CH:24][CH:23]=2)[CH2:20][CH2:19][N:18]([C:42]([O:44][C:45]([CH3:48])([CH3:47])[CH3:46])=[O:43])[CH2:17]1)=[O:13].[C:49](Cl)(=[O:51])[CH3:50]. The catalyst class is: 236. (2) Reactant: C(N(CC)CC)C.[F:8][C:9]1[CH:10]=[C:11]([CH2:17][CH2:18][C:19]([O:21][CH2:22][CH3:23])=[O:20])[CH:12]=[C:13]([OH:16])[C:14]=1[F:15].[F:24][C:25]([F:38])([F:37])[S:26](O[S:26]([C:25]([F:38])([F:37])[F:24])(=[O:28])=[O:27])(=[O:28])=[O:27]. Product: [F:8][C:9]1[CH:10]=[C:11]([CH2:17][CH2:18][C:19]([O:21][CH2:22][CH3:23])=[O:20])[CH:12]=[C:13]([O:16][S:26]([C:25]([F:38])([F:37])[F:24])(=[O:28])=[O:27])[C:14]=1[F:15]. The catalyst class is: 2. (3) Reactant: [F:1][C:2]1[CH:3]=[N:4][C:5]([NH:8][C:9]2[S:10][C:11]3[CH2:17][CH2:16][N:15]([CH2:18][CH2:19][O:20]C)[C:14]4=[N:22][NH:23][CH:24]=[C:13]4[C:12]=3[N:25]=2)=[N:6][CH:7]=1.B(Br)(Br)Br. Product: [F:1][C:2]1[CH:3]=[N:4][C:5]([NH:8][C:9]2[S:10][C:11]3[CH2:17][CH2:16][N:15]([CH2:18][CH2:19][OH:20])[C:14]4=[N:22][NH:23][CH:24]=[C:13]4[C:12]=3[N:25]=2)=[N:6][CH:7]=1. The catalyst class is: 2. (4) Reactant: C[Si]([N-][Si](C)(C)C)(C)C.[Na+].[Cl-].[CH3:12][O:13][CH2:14][P+](C1C=CC=CC=1)(C1C=CC=CC=1)C1C=CC=CC=1.[CH:34]12[S:42][CH:38]([CH2:39][CH2:40][CH2:41]1)[CH2:37][C:36](=O)[CH2:35]2. Product: [CH3:12][O:13][CH:14]=[C:36]1[CH2:37][CH:38]2[S:42][CH:34]([CH2:41][CH2:40][CH2:39]2)[CH2:35]1. The catalyst class is: 1. (5) Reactant: [CH:1]1([C:6]([C:11]2[CH:16]=[CH:15][CH:14]=[CH:13][CH:12]=2)([OH:10])[C:7]([OH:9])=[O:8])[CH2:5][CH2:4][CH2:3][CH2:2]1.[C:17](=O)([O-])[O-].[K+].[K+].CI.O. Product: [CH:1]1([C:6]([C:11]2[CH:16]=[CH:15][CH:14]=[CH:13][CH:12]=2)([OH:10])[C:7]([O:9][CH3:17])=[O:8])[CH2:5][CH2:4][CH2:3][CH2:2]1. The catalyst class is: 85. (6) Reactant: [C:1]([C:4]1[S:5][CH:6]=[CH:7][CH:8]=1)(=[O:3])[CH3:2].Cl.[CH3:10][NH:11][CH3:12].[CH2:13]=O.Cl. Product: [CH3:10][N:11]([CH3:13])[CH2:12][CH2:2][C:1]([C:4]1[S:5][CH:6]=[CH:7][CH:8]=1)=[O:3]. The catalyst class is: 32.